Dataset: Forward reaction prediction with 1.9M reactions from USPTO patents (1976-2016). Task: Predict the product of the given reaction. (1) Given the reactants [CH2:1]([O:10][C:11]1[CH:16]=[CH:15][N:14]=[C:13]([CH2:17][O:18]C(=O)C)[C:12]=1[CH3:22])[CH2:2][CH2:3][CH2:4][CH2:5][CH2:6][CH2:7][CH2:8][CH3:9].[OH-].[Na+], predict the reaction product. The product is: [CH2:1]([O:10][C:11]1[CH:16]=[CH:15][N:14]=[C:13]([CH2:17][OH:18])[C:12]=1[CH3:22])[CH2:2][CH2:3][CH2:4][CH2:5][CH2:6][CH2:7][CH2:8][CH3:9]. (2) Given the reactants [Na+:1].[F:2][C:3]1[CH:8]=[CH:7][C:6]([C:9]2[C:17]3[C:12](=[CH:13][CH:14]=[CH:15][CH:16]=3)[N:11]([CH:18]([CH3:20])[CH3:19])[C:10]=2[CH2:21][CH2:22][CH:23]([OH:31])[CH2:24][C:25]([OH:30])=[CH:26][C:27]([O-:29])=[O:28])=[CH:5][CH:4]=1, predict the reaction product. The product is: [CH3:20][CH:18]([N:11]1[C:10](/[CH:21]=[CH:22]/[C@@H:23]([OH:31])[CH2:24][C@@H:25]([OH:30])[CH2:26][C:27]([O-:29])=[O:28])=[C:9]([C:6]2[CH:7]=[CH:8][C:3]([F:2])=[CH:4][CH:5]=2)[C:17]2[C:12]1=[CH:13][CH:14]=[CH:15][CH:16]=2)[CH3:19].[Na+:1].